This data is from NCI-60 drug combinations with 297,098 pairs across 59 cell lines. The task is: Regression. Given two drug SMILES strings and cell line genomic features, predict the synergy score measuring deviation from expected non-interaction effect. (1) Drug 1: C1=CC(=CC=C1CCCC(=O)O)N(CCCl)CCCl. Drug 2: COCCOC1=C(C=C2C(=C1)C(=NC=N2)NC3=CC=CC(=C3)C#C)OCCOC.Cl. Cell line: SNB-75. Synergy scores: CSS=19.7, Synergy_ZIP=-9.23, Synergy_Bliss=-5.57, Synergy_Loewe=-5.31, Synergy_HSA=-4.47. (2) Synergy scores: CSS=26.9, Synergy_ZIP=-3.18, Synergy_Bliss=5.54, Synergy_Loewe=2.56, Synergy_HSA=5.94. Drug 2: CNC(=O)C1=CC=CC=C1SC2=CC3=C(C=C2)C(=NN3)C=CC4=CC=CC=N4. Drug 1: CN1CCC(CC1)COC2=C(C=C3C(=C2)N=CN=C3NC4=C(C=C(C=C4)Br)F)OC. Cell line: ACHN. (3) Drug 1: CCCCCOC(=O)NC1=NC(=O)N(C=C1F)C2C(C(C(O2)C)O)O. Drug 2: CC=C1C(=O)NC(C(=O)OC2CC(=O)NC(C(=O)NC(CSSCCC=C2)C(=O)N1)C(C)C)C(C)C. Cell line: HCT116. Synergy scores: CSS=55.4, Synergy_ZIP=5.57, Synergy_Bliss=9.79, Synergy_Loewe=-63.3, Synergy_HSA=3.73. (4) Drug 1: CC1C(C(CC(O1)OC2CC(CC3=C2C(=C4C(=C3O)C(=O)C5=C(C4=O)C(=CC=C5)OC)O)(C(=O)C)O)N)O.Cl. Drug 2: CN(CC1=CN=C2C(=N1)C(=NC(=N2)N)N)C3=CC=C(C=C3)C(=O)NC(CCC(=O)O)C(=O)O. Cell line: ACHN. Synergy scores: CSS=50.7, Synergy_ZIP=-6.86, Synergy_Bliss=-2.85, Synergy_Loewe=-4.15, Synergy_HSA=0.485.